From a dataset of Full USPTO retrosynthesis dataset with 1.9M reactions from patents (1976-2016). Predict the reactants needed to synthesize the given product. (1) Given the product [C:61]([O:60][C:58](=[O:59])[NH:57][C:54]([C:53](=[O:65])[NH:52][C@H:48]([CH2:47][O:46][CH2:39][C:40]1[CH:45]=[CH:44][CH:43]=[CH:42][CH:41]=1)[C:49]([N:20]1[CH2:21][CH2:22][C:23]2=[N:24][N:25]([CH3:28])[C:26](=[O:27])[C@:18]2([CH2:11][C:12]2[CH:17]=[CH:16][CH:15]=[CH:14][CH:13]=2)[CH2:19]1)=[O:50])([CH3:56])[CH3:55])([CH3:62])([CH3:63])[CH3:64], predict the reactants needed to synthesize it. The reactants are: C([C@@H]([C@H](C(O)=O)O)O)(O)=O.[CH2:11]([C:18]12[C:26](=[O:27])[N:25]([CH3:28])[N:24]=[C:23]1[CH2:22][CH2:21][NH:20][CH2:19]2)[C:12]1[CH:17]=[CH:16][CH:15]=[CH:14][CH:13]=1.C(C(C(C([O-])=O)O)O)([O-])=O.[CH2:39]([O:46][CH2:47][CH:48]([NH:52][C:53](=[O:65])[C:54]([NH:57][C:58]([O:60][C:61]([CH3:64])([CH3:63])[CH3:62])=[O:59])([CH3:56])[CH3:55])[C:49](O)=[O:50])[C:40]1[CH:45]=[CH:44][CH:43]=[CH:42][CH:41]=1.C(OC(C)C)(C)C.Cl.C([O-])([O-])=O.[Na+].[Na+]. (2) Given the product [CH:9]1[C:8]2[CH2:7][CH2:6][CH2:5][CH2:4][C:3]=2[CH:2]=[CH:11][C:10]=1[C:24]#[N:25], predict the reactants needed to synthesize it. The reactants are: Br[C:2]1[CH:11]=[CH:10][CH:9]=[C:8]2[C:3]=1[CH2:4][CH2:5][CH2:6][CH2:7]2.BrC1C=C2C(=CC=1)CCCC2.[Cu][C:24]#[N:25].CN1CCCC1=O. (3) Given the product [F:42][C:28]1([F:41])[CH:29]([C:32]2[CH:37]=[CH:36][C:35]([NH:38][C:15]3[N:14]=[CH:13][C:12]4=[CH:11][CH:10]=[C:9]([C:8]5[C:3]([O:2][CH3:1])=[N:4][CH:5]=[CH:6][CH:7]=5)[N:17]4[N:16]=3)=[C:34]([O:39][CH3:40])[CH:33]=2)[CH2:30][CH2:31][NH:26][CH2:27]1, predict the reactants needed to synthesize it. The reactants are: [CH3:1][O:2][C:3]1[C:8]([C:9]2[N:17]3[C:12]([CH:13]=[N:14][C:15](O)=[N:16]3)=[CH:11][CH:10]=2)=[CH:7][CH:6]=[CH:5][N:4]=1.C(OC([N:26]1[CH2:31][CH2:30][CH:29]([C:32]2[CH:37]=[CH:36][C:35]([NH2:38])=[C:34]([O:39][CH3:40])[CH:33]=2)[C:28]([F:42])([F:41])[CH2:27]1)=O)(C)(C)C. (4) Given the product [Br:6][CH2:7][CH2:8][CH2:9][CH2:10][C:11]([NH:5][S:2]([CH3:1])(=[O:4])=[O:3])=[O:12], predict the reactants needed to synthesize it. The reactants are: [CH3:1][S:2]([NH2:5])(=[O:4])=[O:3].[Br:6][CH2:7][CH2:8][CH2:9][CH2:10][C:11](Cl)=[O:12]. (5) Given the product [C:2]1([S:8]([OH:11])(=[O:10])=[O:9])[CH:7]=[CH:6][CH:5]=[CH:4][CH:3]=1, predict the reactants needed to synthesize it. The reactants are: O.[C:2]1([S:8]([OH:11])(=[O:10])=[O:9])[CH:7]=[CH:6][CH:5]=[CH:4][CH:3]=1. (6) Given the product [Cl:1][C:2]1[N:3]=[C:4]([N:12]([CH2:13][CH3:14])[CH2:10][CH3:11])[CH:5]=[C:6]([Cl:8])[N:7]=1, predict the reactants needed to synthesize it. The reactants are: [Cl:1][C:2]1[N:7]=[C:6]([Cl:8])[CH:5]=[C:4](Cl)[N:3]=1.[CH2:10]([NH:12][CH2:13][CH3:14])[CH3:11].C(N(CC)CC)C. (7) Given the product [CH3:1][C:2]1[O:3][C:4]([CH2:7][S:8][C:9]2[CH:14]=[CH:13][C:12]([NH2:15])=[CH:11][CH:10]=2)=[N:5][N:6]=1, predict the reactants needed to synthesize it. The reactants are: [CH3:1][C:2]1[O:3][C:4]([CH2:7][S:8][C:9]2[CH:14]=[CH:13][C:12]([N+:15]([O-])=O)=[CH:11][CH:10]=2)=[N:5][N:6]=1.